Dataset: Catalyst prediction with 721,799 reactions and 888 catalyst types from USPTO. Task: Predict which catalyst facilitates the given reaction. (1) Reactant: [CH3:1][O:2][C:3]1[CH:4]=[C:5]([CH2:11][CH2:12][C:13](O)=[O:14])[CH:6]=[CH:7][C:8]=1[O:9][CH3:10].[Cl-].[NH4+].C(OCC)C. Product: [CH3:1][O:2][C:3]1[CH:4]=[C:5]([CH2:11][CH2:12][CH2:13][OH:14])[CH:6]=[CH:7][C:8]=1[O:9][CH3:10]. The catalyst class is: 1. (2) Reactant: [F:1][C:2]([F:33])([F:32])[O:3][C:4]1[CH:9]=[CH:8][C:7]([N:10]2[CH:14]=[N:13][C:12]([C:15]3[CH:16]=[C:17]4[C:21](=[CH:22][CH:23]=3)[CH2:20][CH:19]([NH:24]C(=O)OC(C)(C)C)[CH2:18]4)=[N:11]2)=[CH:6][CH:5]=1.[F:34][C:35]([F:40])([F:39])[C:36]([OH:38])=[O:37]. Product: [F:34][C:35]([F:40])([F:39])[C:36]([OH:38])=[O:37].[F:33][C:2]([F:1])([F:32])[O:3][C:4]1[CH:9]=[CH:8][C:7]([N:10]2[CH:14]=[N:13][C:12]([C:15]3[CH:16]=[C:17]4[C:21](=[CH:22][CH:23]=3)[CH2:20][CH:19]([NH2:24])[CH2:18]4)=[N:11]2)=[CH:6][CH:5]=1. The catalyst class is: 4. (3) Reactant: C([O:3][C:4](=[O:20])[CH2:5][N:6]1[CH2:11][CH2:10][N:9]([C:12](=[O:19])[C:13]2[CH:18]=[CH:17][CH:16]=[CH:15][CH:14]=2)[CH2:8][CH2:7]1)C.CO.[OH-].[Li+].Cl. Product: [C:12]([N:9]1[CH2:8][CH2:7][N:6]([CH2:5][C:4]([OH:20])=[O:3])[CH2:11][CH2:10]1)(=[O:19])[C:13]1[CH:18]=[CH:17][CH:16]=[CH:15][CH:14]=1. The catalyst class is: 6.